Dataset: Reaction yield outcomes from USPTO patents with 853,638 reactions. Task: Predict the reaction yield, written as a fraction of the theoretical maximum amount of product (1.0 means a 100% yield; for example, 0.34 means a 34% yield). (1) The reactants are [OH-].[K+].[CH3:3][C@@H:4]1[CH2:8][CH2:7][C:6](=O)[CH:5]1[C:10]([O:12]CC)=O.[NH2:15][C:16]([NH2:18])=[S:17]. The catalyst is O.C(O)C. The product is [SH:17][C:16]1[N:15]=[C:10]([OH:12])[C:5]2[C@H:4]([CH3:3])[CH2:8][CH2:7][C:6]=2[N:18]=1. The yield is 0.560. (2) The reactants are Br[C:2]1[C:6](=[O:7])[C:5]2([CH2:11][CH2:10][CH2:9][CH2:8]2)[O:4][C:3]=1[C:12]1[CH:17]=[CH:16][N:15]=[CH:14][CH:13]=1.CC1(C)C(C)(C)OB([C:26]2[CH:43]=[CH:42][C:29]([O:30][CH2:31][C:32]3[CH:41]=[CH:40][C:39]4[C:34](=[CH:35][CH:36]=[CH:37][CH:38]=4)[N:33]=3)=[CH:28][CH:27]=2)O1.C([O-])([O-])=O.[Cs+].[Cs+]. The catalyst is C1(C)C=CC=CC=1.O.C1C=CC(P(C2C=CC=CC=2)[C-]2C=CC=C2)=CC=1.C1C=CC(P(C2C=CC=CC=2)[C-]2C=CC=C2)=CC=1.Cl[Pd]Cl.[Fe+2]. The product is [N:15]1[CH:16]=[CH:17][C:12]([C:3]2[O:4][C:5]3([CH2:11][CH2:10][CH2:9][CH2:8]3)[C:6](=[O:7])[C:2]=2[C:26]2[CH:27]=[CH:28][C:29]([O:30][CH2:31][C:32]3[CH:41]=[CH:40][C:39]4[C:34](=[CH:35][CH:36]=[CH:37][CH:38]=4)[N:33]=3)=[CH:42][CH:43]=2)=[CH:13][CH:14]=1. The yield is 0.0500. (3) The reactants are C([O:3][P:4]([C:9]([C:36]#[N:37])([CH3:35])[CH2:10][C:11]([CH3:34])=[CH:12][CH2:13][C:14]1[C:15]([O:27]CC[Si](C)(C)C)=[C:16]2[C:20](=[C:21]([CH3:25])[C:22]=1[O:23][CH3:24])[CH2:19][O:18][C:17]2=[O:26])(=[O:8])[O:5]CC)C.C[Si](Br)(C)C.N1C(C)=CC=CC=1C. The catalyst is CN(C=O)C.C(Cl)Cl. The product is [C:36]([C:9]([P:4](=[O:3])([OH:5])[OH:8])([CH3:35])[CH2:10][C:11]([CH3:34])=[CH:12][CH2:13][C:14]1[C:15]([OH:27])=[C:16]2[C:20](=[C:21]([CH3:25])[C:22]=1[O:23][CH3:24])[CH2:19][O:18][C:17]2=[O:26])#[N:37]. The yield is 0.330.